This data is from Full USPTO retrosynthesis dataset with 1.9M reactions from patents (1976-2016). The task is: Predict the reactants needed to synthesize the given product. (1) The reactants are: [C:1]([C:3]1[CH:4]=[C:5]([N:9]([CH3:15])[C@H:10]([C:12]([OH:14])=[O:13])[CH3:11])[CH:6]=[CH:7][CH:8]=1)#[N:2].C(O)C.C(=O)([O-])[O-].[NH4+:23].[NH4+].[ClH:25].O1CCOCC1. Given the product [ClH:25].[NH2:2][C:1](=[NH:23])[C:3]1[CH:4]=[C:5]([N:9]([CH3:15])[C@H:10]([C:12]([OH:14])=[O:13])[CH3:11])[CH:6]=[CH:7][CH:8]=1, predict the reactants needed to synthesize it. (2) Given the product [Cl:1][C:2]1[CH:7]=[CH:6][C:5]([S:8][CH2:9][C:10]2[N:15]=[CH:14][N:13]([C:18]3[CH:30]=[CH:29][C:21]([O:22][CH2:23][CH:24]([CH:26]4[CH2:27][CH2:28]4)[OH:25])=[C:20]([O:31][CH3:32])[CH:19]=3)[C:12](=[O:16])[CH:11]=2)=[CH:4][CH:3]=1, predict the reactants needed to synthesize it. The reactants are: [Cl:1][C:2]1[CH:7]=[CH:6][C:5]([S:8][CH2:9][C:10]2[N:15]=[CH:14][NH:13][C:12](=[O:16])[CH:11]=2)=[CH:4][CH:3]=1.Br[C:18]1[CH:30]=[CH:29][C:21]([O:22][CH2:23][CH:24]([CH:26]2[CH2:28][CH2:27]2)[OH:25])=[C:20]([O:31][CH3:32])[CH:19]=1.